This data is from Catalyst prediction with 721,799 reactions and 888 catalyst types from USPTO. The task is: Predict which catalyst facilitates the given reaction. (1) Reactant: [CH3:1][O:2][C:3]1[CH:8]=[C:7]([N:9]2[CH2:14][CH2:13][N:12]([CH3:15])[CH2:11][CH2:10]2)[CH:6]=[CH:5][C:4]=1[NH:16][C:17]1[N:22]=[C:21]([C:23]2[N:27]([CH2:28]C)[CH:26]=[C:25]([C:30]([OH:32])=O)[CH:24]=2)[CH:20]=[CH:19][N:18]=1.C(N(C(C)C)C(C)C)C.CN(C(ON1N=NC2C=CC=CC1=2)=[N+](C)C)C.[B-](F)(F)(F)F.[CH2:64]([C:66]1[CH:72]=[CH:71][CH:70]=[C:69]([CH2:73][CH3:74])[C:67]=1[NH2:68])[CH3:65]. Product: [CH2:64]([C:66]1[CH:72]=[CH:71][CH:70]=[C:69]([CH2:73][CH3:74])[C:67]=1[NH:68][C:30]([C:25]1[CH:24]=[C:23]([C:21]2[CH:20]=[CH:19][N:18]=[C:17]([NH:16][C:4]3[CH:5]=[CH:6][C:7]([N:9]4[CH2:10][CH2:11][N:12]([CH3:15])[CH2:13][CH2:14]4)=[CH:8][C:3]=3[O:2][CH3:1])[N:22]=2)[N:27]([CH3:28])[CH:26]=1)=[O:32])[CH3:65]. The catalyst class is: 42. (2) Reactant: [O:1]=[C:2]1[NH:6][CH2:5][C@H:4]([C:7]([O:9][CH2:10][C:11]2[CH:16]=[CH:15][CH:14]=[CH:13][CH:12]=2)=[O:8])[N:3]1[C:17]([O:19][C:20]([CH3:23])([CH3:22])[CH3:21])=[O:18].[H-].[Na+].[CH3:26]I.[NH4+].[Cl-]. Product: [CH3:26][N:6]1[CH2:5][C@H:4]([C:7]([O:9][CH2:10][C:11]2[CH:16]=[CH:15][CH:14]=[CH:13][CH:12]=2)=[O:8])[N:3]([C:17]([O:19][C:20]([CH3:23])([CH3:22])[CH3:21])=[O:18])[C:2]1=[O:1]. The catalyst class is: 1. (3) Reactant: [CH3:1][C:2]1[C:11]2[CH:10]=[CH:9][CH:8]=[CH:7][C:6]=2[C:5]2[S:12][CH:13]=[CH:14][C:4]=2[N:3]=1.[BH4-].[Na+].FC(F)(F)C(O)=O. Product: [CH3:1][CH:2]1[C:11]2[CH:10]=[CH:9][CH:8]=[CH:7][C:6]=2[C:5]2[S:12][CH:13]=[CH:14][C:4]=2[NH:3]1. The catalyst class is: 12. (4) Product: [CH2:1]([O:8][CH2:9][CH2:10][CH:11]1[CH2:12][CH2:13][C:14](=[O:15])[CH2:19][CH2:20]1)[C:2]1[CH:7]=[CH:6][CH:5]=[CH:4][CH:3]=1. The catalyst class is: 1. Reactant: [CH2:1]([O:8][CH2:9][CH2:10][CH:11]1[CH2:20][CH2:19][C:14]2(OCC[O:15]2)[CH2:13][CH2:12]1)[C:2]1[CH:7]=[CH:6][CH:5]=[CH:4][CH:3]=1.Cl. (5) Reactant: I([O-])(=O)(=O)=O.[Na+].[Si:7]([O:14][C@H:15]1[C:20](=[CH2:21])[C@H:19]([O:22][Si:23]([C:26]([CH3:29])([CH3:28])[CH3:27])([CH3:25])[CH3:24])[CH2:18][C:17](CO)([OH:30])[CH2:16]1)([C:10]([CH3:13])([CH3:12])[CH3:11])([CH3:9])[CH3:8]. Product: [Si:7]([O:14][C@H:15]1[C:20](=[CH2:21])[C@H:19]([O:22][Si:23]([C:26]([CH3:29])([CH3:28])[CH3:27])([CH3:25])[CH3:24])[CH2:18][C:17](=[O:30])[CH2:16]1)([C:10]([CH3:13])([CH3:12])[CH3:11])([CH3:9])[CH3:8]. The catalyst class is: 430. (6) Reactant: Br[CH2:2][C:3]1[C:4]([C:16]2[CH:21]=[CH:20][CH:19]=[CH:18][CH:17]=2)=[N:5][C:6]2[C:11]([C:12]=1[C:13](O)=[O:14])=[CH:10][CH:9]=[CH:8][CH:7]=2.C(Cl)(=O)C([Cl:25])=O.CCN(CC)CC.Cl.[C:36]1([NH+:42]([C:44]([O:46][CH3:47])=[O:45])[NH2:43])[CH:41]=[CH:40][CH:39]=[CH:38][CH:37]=1. Product: [Cl:25][CH2:2][C:3]1[C:4]([C:16]2[CH:21]=[CH:20][CH:19]=[CH:18][CH:17]=2)=[N:5][C:6]2[C:11]([C:12]=1[C:13]([NH:43][N:42]([C:36]1[CH:37]=[CH:38][CH:39]=[CH:40][CH:41]=1)[C:44]([O:46][CH3:47])=[O:45])=[O:14])=[CH:10][CH:9]=[CH:8][CH:7]=2. The catalyst class is: 59. (7) Reactant: [I:1][CH3:2].[CH3:3][O:4][C:5]1[N:10]=[CH:9][C:8]([CH:11]([NH:23][C:24]2[CH:25]=[C:26]([CH:32]=[CH:33][CH:34]=2)[C:27]([O:29][CH2:30][CH3:31])=[O:28])[C:12](=[O:22])[O:13][C@@H:14]2[CH:19]3[CH2:20][CH2:21][N:16]([CH2:17][CH2:18]3)[CH2:15]2)=[CH:7][CH:6]=1. Product: [I-:1].[CH2:30]([O:29][C:27]([C:26]1[CH:25]=[C:24]([NH:23][CH:11]([C:8]2[CH:9]=[N:10][C:5]([O:4][CH3:3])=[CH:6][CH:7]=2)[C:12]([O:13][C@@H:14]2[CH:19]3[CH2:20][CH2:21][N+:16]([CH3:2])([CH2:17][CH2:18]3)[CH2:15]2)=[O:22])[CH:34]=[CH:33][CH:32]=1)=[O:28])[CH3:31]. The catalyst class is: 25. (8) Reactant: Br[CH2:2][C@@:3]1([OH:27])[C@@H:8]([CH3:9])[CH2:7][C:6]([C:10]2[CH:15]=[CH:14][N:13]=[CH:12][C:11]=2[N+:16]([O-])=O)=[CH:5][C@H:4]1[O:19][Si:20]([C:23]([CH3:26])([CH3:25])[CH3:24])([CH3:22])[CH3:21].[H][H].CCCCCCC.CC(O)C. Product: [NH2:16][C:11]1[CH:12]=[N:13][CH:14]=[CH:15][C:10]=1[C@@H:6]1[CH2:7][C@H:8]([CH3:9])[C@@:3]([CH3:2])([OH:27])[C@H:4]([O:19][Si:20]([C:23]([CH3:24])([CH3:26])[CH3:25])([CH3:21])[CH3:22])[CH2:5]1.[NH2:16][C:11]1[CH:12]=[N:13][CH:14]=[CH:15][C:10]=1[C@H:6]1[CH2:7][C@@H:8]([CH3:9])[C@:3]([CH3:2])([OH:27])[C@@H:4]([O:19][Si:20]([C:23]([CH3:24])([CH3:26])[CH3:25])([CH3:21])[CH3:22])[CH2:5]1. The catalyst class is: 105.